The task is: Predict the reaction yield, written as a fraction of the theoretical maximum amount of product (1.0 means a 100% yield; for example, 0.34 means a 34% yield).. This data is from Reaction yield outcomes from USPTO patents with 853,638 reactions. (1) The reactants are Cl[C:2]1[C:6]2[CH:7]=[CH:8][CH:9]=[CH:10][C:5]=2[S:4](=[O:12])(=[O:11])[N:3]=1.Cl.Cl.[NH2:15][CH:16]([CH2:29][CH:30]1[CH2:35][CH2:34][CH2:33][CH2:32][CH2:31]1)[C:17]([NH:19][C:20]1([C:27]#[N:28])[CH2:25][CH2:24][N:23]([CH3:26])[CH2:22][CH2:21]1)=[O:18].C(N(CC)CC)C. The catalyst is C(#N)C. The product is [C:27]([C:20]1([NH:19][C:17](=[O:18])[CH:16]([NH:15][C:2]2[C:6]3[CH:7]=[CH:8][CH:9]=[CH:10][C:5]=3[S:4](=[O:12])(=[O:11])[N:3]=2)[CH2:29][CH:30]2[CH2:31][CH2:32][CH2:33][CH2:34][CH2:35]2)[CH2:21][CH2:22][N:23]([CH3:26])[CH2:24][CH2:25]1)#[N:28]. The yield is 0.490. (2) The reactants are [CH3:1][O:2][C:3]1[CH:4]=[C:5]2[C:14](=[CH:15][CH:16]=1)[N:13]=[CH:12][C:11]1[O:10][CH2:9][C:8]([C:17]([OH:19])=[O:18])=[CH:7][C:6]2=1. The catalyst is [Pd].CO.O1CCCC1. The product is [CH3:1][O:2][C:3]1[CH:4]=[C:5]2[C:14](=[CH:15][CH:16]=1)[N:13]=[CH:12][C:11]1[O:10][CH2:9][CH:8]([C:17]([OH:19])=[O:18])[CH2:7][C:6]2=1. The yield is 0.740. (3) The product is [OH:8][C:9]1[CH:10]=[CH:11][C:12]([O:20][CH3:21])=[C:13]([CH2:15][C:16]([O:18][CH3:19])=[O:17])[CH:14]=1. The reactants are C([O:8][C:9]1[CH:10]=[CH:11][C:12]([O:20][CH3:21])=[C:13]([CH2:15][C:16]([O:18][CH3:19])=[O:17])[CH:14]=1)C1C=CC=CC=1. The catalyst is [C].[Pd].C(O)C. The yield is 0.970. (4) The reactants are [H-].C([Al+]CC(C)C)C(C)C.[O:11]=[C:12]1[C:16]2([CH2:21][CH2:20][N:19]([C:22]([O:24][C:25]([CH3:28])([CH3:27])[CH3:26])=[O:23])[CH2:18][CH2:17]2)[CH2:15][CH2:14][O:13]1.O. The catalyst is ClCCl. The product is [OH:13][CH2:14][CH2:15][C:16]1([CH2:12][OH:11])[CH2:21][CH2:20][N:19]([C:22]([O:24][C:25]([CH3:26])([CH3:28])[CH3:27])=[O:23])[CH2:18][CH2:17]1. The yield is 0.630. (5) The reactants are [CH3:1][C@@H:2]1[CH2:7][NH:6][CH2:5][CH2:4][NH:3]1.Br[C:9]1[CH:14]=[CH:13][CH:12]=[CH:11][C:10]=1[C:15]([F:18])([F:17])[F:16].CC(C)([O-])C.[Na+].C1(C)C=CC=CC=1. The catalyst is ClCCl.C1(P(C2C=CC=CC=2)C2C=CC3C(=CC=CC=3)C=2C2C3C(=CC=CC=3)C=CC=2P(C2C=CC=CC=2)C2C=CC=CC=2)C=CC=CC=1. The product is [CH3:1][C@H:2]1[NH:3][CH2:4][CH2:5][N:6]([C:9]2[CH:14]=[CH:13][CH:12]=[CH:11][C:10]=2[C:15]([F:18])([F:17])[F:16])[CH2:7]1. The yield is 0.396.